From a dataset of Full USPTO retrosynthesis dataset with 1.9M reactions from patents (1976-2016). Predict the reactants needed to synthesize the given product. (1) The reactants are: [C:1]([C:4]1[C:9]2[N:10]([CH2:13][C:14]([OH:16])=O)[CH:11]=[N:12][C:8]=2[CH:7]=[CH:6][CH:5]=1)(=[O:3])[CH3:2].[NH2:17][CH:18]([C:20]1[CH:25]=[CH:24][C:23]([C:26]([CH3:30])([CH3:29])[C:27]#[N:28])=[CH:22][CH:21]=1)[CH3:19].CCN(CC)CC.CN(C(ON1N=NC2C=CC=NC1=2)=[N+](C)C)C.F[P-](F)(F)(F)(F)F. Given the product [C:1]([C:4]1[C:9]2[N:10]([CH2:13][C:14]([NH:17][CH:18]([C:20]3[CH:25]=[CH:24][C:23]([C:26]([C:27]#[N:28])([CH3:29])[CH3:30])=[CH:22][CH:21]=3)[CH3:19])=[O:16])[CH:11]=[N:12][C:8]=2[CH:7]=[CH:6][CH:5]=1)(=[O:3])[CH3:2], predict the reactants needed to synthesize it. (2) Given the product [Cl:1][C:2]1[CH:3]=[CH:4][C:5]([C:6]([NH:8][C:9]2[S:10][CH:11]=[C:12]([CH2:14][C:15](=[O:22])[N:16]3[CH2:17][CH2:18][N:19]([C:32](=[O:33])[CH2:31][N:27]4[CH2:28][CH2:29][CH2:30][C:26]4=[O:25])[CH2:20][CH2:21]3)[N:13]=2)=[O:7])=[CH:23][CH:24]=1, predict the reactants needed to synthesize it. The reactants are: [Cl:1][C:2]1[CH:24]=[CH:23][C:5]([C:6]([NH:8][C:9]2[S:10][CH:11]=[C:12]([CH2:14][C:15](=[O:22])[N:16]3[CH2:21][CH2:20][NH:19][CH2:18][CH2:17]3)[N:13]=2)=[O:7])=[CH:4][CH:3]=1.[O:25]=[C:26]1[CH2:30][CH2:29][CH2:28][N:27]1[CH2:31][C:32](O)=[O:33]. (3) Given the product [CH3:17][P:15]([C:12]1[CH:13]=[CH:14][C:9]([NH:8][C:4]2[N:3]=[C:2]([NH:36][C:26]34[CH2:27][CH:28]5[CH2:34][CH:32]([CH2:31][CH:30]([CH2:29]5)[CH2:35]3)[CH2:33]4)[N:7]=[CH:6][N:5]=2)=[CH:10][CH:11]=1)([CH3:18])=[O:16], predict the reactants needed to synthesize it. The reactants are: Cl[C:2]1[N:7]=[CH:6][N:5]=[C:4]([NH:8][C:9]2[CH:14]=[CH:13][C:12]([P:15]([CH3:18])([CH3:17])=[O:16])=[CH:11][CH:10]=2)[N:3]=1.C(N(CC)CC)C.[C:26]12([NH2:36])[CH2:35][CH:30]3[CH2:31][CH:32]([CH2:34][CH:28]([CH2:29]3)[CH2:27]1)[CH2:33]2. (4) Given the product [OH:1][CH:2]1[CH2:7][CH2:6][N:5]([CH2:8][C:9]2[CH:10]=[CH:11][CH:12]=[CH:13][CH:14]=2)[CH2:4][CH:3]1[C:15]([OH:17])=[O:16], predict the reactants needed to synthesize it. The reactants are: [OH:1][CH:2]1[CH2:7][CH2:6][N:5]([CH2:8][C:9]2[CH:14]=[CH:13][CH:12]=[CH:11][CH:10]=2)[CH2:4][CH:3]1[C:15]([O:17]CC)=[O:16].[OH-].[Na+].Cl. (5) Given the product [C:18]([C@@H:17]([NH:16][C:2]1[C:11]([C:12]([OH:14])=[O:13])=[CH:10][C:9]2[C:4](=[CH:5][CH:6]=[C:7]([Cl:15])[CH:8]=2)[N:3]=1)[CH2:21][C:22]1[CH:27]=[CH:26][C:25]([O:28][C:29]2[CH:34]=[C:33]([CH3:35])[CH:32]=[CH:31][N:30]=2)=[CH:24][CH:23]=1)([OH:20])=[O:19], predict the reactants needed to synthesize it. The reactants are: Cl[C:2]1[C:11]([C:12]([OH:14])=[O:13])=[CH:10][C:9]2[C:4](=[CH:5][CH:6]=[C:7]([Cl:15])[CH:8]=2)[N:3]=1.[NH2:16][C@@H:17]([CH2:21][C:22]1[CH:27]=[CH:26][C:25]([O:28][C:29]2[CH:34]=[C:33]([CH3:35])[CH:32]=[CH:31][N:30]=2)=[CH:24][CH:23]=1)[C:18]([OH:20])=[O:19]. (6) Given the product [F:17][C:4]1[CH:3]=[C:2]([C:22]2[CH:21]=[CH:20][C:19]([F:18])=[C:24]([F:25])[C:23]=2[F:26])[C:10]2[N:9]3[CH2:11][CH2:12][NH:13][C:14](=[O:15])[C:8]3=[C:7]([CH3:16])[C:6]=2[CH:5]=1, predict the reactants needed to synthesize it. The reactants are: Br[C:2]1[C:10]2[N:9]3[CH2:11][CH2:12][NH:13][C:14](=[O:15])[C:8]3=[C:7]([CH3:16])[C:6]=2[CH:5]=[C:4]([F:17])[CH:3]=1.[F:18][C:19]1[C:24]([F:25])=[C:23]([F:26])[CH:22]=[CH:21][C:20]=1B(O)O. (7) Given the product [NH:20]1[CH2:25][CH2:24][CH2:23][CH:22]([NH:26][C:2]2[CH:11]=[C:10]3[C:5]([C:6](=[O:12])[NH:7][CH:8]=[N:9]3)=[CH:4][CH:3]=2)[CH2:21]1, predict the reactants needed to synthesize it. The reactants are: F[C:2]1[CH:11]=[C:10]2[C:5]([C:6](=[O:12])[NH:7][CH:8]=[N:9]2)=[CH:4][CH:3]=1.C(OC([N:20]1[CH2:25][CH2:24][CH2:23][CH:22]([NH2:26])[CH2:21]1)=O)(C)(C)C. (8) Given the product [C:37]([C:6]1[CH:5]=[CH:4][C:3]([NH:8][C:9](=[S:35])[NH:10][C:11]2[CH:12]=[CH:13][C:14]([C:17]3[CH:25]=[C:24]4[C:20]([CH2:21][N:22]([C@@H:27]([CH:32]([CH3:33])[CH3:34])[C:28]([O:30][CH3:31])=[O:29])[C:23]4=[O:26])=[CH:19][CH:18]=3)=[CH:15][CH:16]=2)=[CH:2][CH:7]=1)#[N:36], predict the reactants needed to synthesize it. The reactants are: F[C:2]1[CH:7]=[CH:6][CH:5]=[CH:4][C:3]=1[NH:8][C:9](=[S:35])[NH:10][C:11]1[CH:16]=[CH:15][C:14]([C:17]2[CH:25]=[C:24]3[C:20]([CH2:21][N:22]([C@@H:27]([CH:32]([CH3:34])[CH3:33])[C:28]([O:30][CH3:31])=[O:29])[C:23]3=[O:26])=[CH:19][CH:18]=2)=[CH:13][CH:12]=1.[NH2:36][C:37]1C=CC(C2C=C3C(CN([C@@H](C(C)C)C(OC)=O)C3=O)=CC=2)=CC=1.C(C1C=CC(N=C=S)=CC=1)#N. (9) Given the product [CH:11]([CH:5]1[C:4]2[C:3](=[CH:2][CH:9]=[CH:8][CH:7]=2)[CH:30]=[CH:29]1)([C:19]1[CH:24]=[CH:23][CH:22]=[CH:21][CH:20]=1)[C:12]1[CH:17]=[CH:16][CH:15]=[CH:14][CH:13]=1.[F:1][C:2]1[CH:3]=[C:4]([CH:7]=[CH:8][C:9]=1[F:10])[CH2:5][NH2:6], predict the reactants needed to synthesize it. The reactants are: [F:1][C:2]1[CH:3]=[C:4]([CH:7]=[CH:8][C:9]=1[F:10])[CH2:5][NH2:6].[C:11]([C:19]1[CH:24]=[CH:23][CH:22]=[CH:21][CH:20]=1)(=O)[C:12]1[CH:17]=[CH:16][CH:15]=[CH:14][CH:13]=1.B(F)(F)F.[CH3:29][CH2:30]OCC. (10) Given the product [CH2:1]([C:5]1[CH:13]=[CH:12][C:8]([C:9]([NH2:27])=[O:10])=[CH:7][CH:6]=1)[CH:2]([CH3:4])[CH3:3], predict the reactants needed to synthesize it. The reactants are: [CH2:1]([C:5]1[CH:13]=[CH:12][C:8]([C:9](O)=[O:10])=[CH:7][CH:6]=1)[CH:2]([CH3:4])[CH3:3].C(OC1C=CC(S([NH2:27])(=O)=O)=CC=1N=C=S)(C)C.